This data is from Catalyst prediction with 721,799 reactions and 888 catalyst types from USPTO. The task is: Predict which catalyst facilitates the given reaction. Reactant: B(Br)(Br)Br.[Cl:5][C:6]1[CH:11]=[CH:10][C:9]([CH2:12][C:13]#[N:14])=[CH:8][C:7]=1[O:15]C. Product: [Cl:5][C:6]1[CH:11]=[CH:10][C:9]([CH2:12][C:13]#[N:14])=[CH:8][C:7]=1[OH:15]. The catalyst class is: 2.